Dataset: Forward reaction prediction with 1.9M reactions from USPTO patents (1976-2016). Task: Predict the product of the given reaction. (1) The product is: [N:1]1([S:11]([C:14]2[CH:22]=[CH:21][C:17]([C:18]([NH:34][C:31]3[S:32][CH:33]=[C:29]([C:23]4[CH:28]=[CH:27][CH:26]=[CH:25][CH:24]=4)[N:30]=3)=[O:20])=[CH:16][CH:15]=2)(=[O:13])=[O:12])[C:10]2[C:5](=[CH:6][CH:7]=[CH:8][CH:9]=2)[CH2:4][CH2:3][CH2:2]1. Given the reactants [N:1]1([S:11]([C:14]2[CH:22]=[CH:21][C:17]([C:18]([OH:20])=O)=[CH:16][CH:15]=2)(=[O:13])=[O:12])[C:10]2[C:5](=[CH:6][CH:7]=[CH:8][CH:9]=2)[CH2:4][CH2:3][CH2:2]1.[C:23]1([C:29]2[N:30]=[C:31]([NH2:34])[S:32][CH:33]=2)[CH:28]=[CH:27][CH:26]=[CH:25][CH:24]=1, predict the reaction product. (2) Given the reactants [F:1][C:2]([F:7])([F:6])[C:3]([OH:5])=[O:4].[F:8][C:9]1[CH:14]=[CH:13][CH:12]=[CH:11][C:10]=1[C:15]1[N:20]=[CH:19][C:18]([O:21][CH2:22][C:23]([OH:25])=O)=[CH:17][CH:16]=1.[NH2:26][C:27]1[CH:32]=[CH:31][CH:30]=[CH:29][N:28]=1, predict the reaction product. The product is: [F:1][C:2]([F:7])([F:6])[C:3]([OH:5])=[O:4].[F:8][C:9]1[CH:14]=[CH:13][CH:12]=[CH:11][C:10]=1[C:15]1[N:20]=[CH:19][C:18]([O:21][CH2:22][C:23]([NH:26][C:27]2[CH:32]=[CH:31][CH:30]=[CH:29][N:28]=2)=[O:25])=[CH:17][CH:16]=1.